Dataset: CYP2C9 inhibition data for predicting drug metabolism from PubChem BioAssay. Task: Regression/Classification. Given a drug SMILES string, predict its absorption, distribution, metabolism, or excretion properties. Task type varies by dataset: regression for continuous measurements (e.g., permeability, clearance, half-life) or binary classification for categorical outcomes (e.g., BBB penetration, CYP inhibition). Dataset: cyp2c9_veith. (1) The molecule is COC(=O)c1sccc1NC(=O)c1cc(-c2ccc(C)cc2C)nc2ccccc12. The result is 1 (inhibitor). (2) The compound is COCCNc1ncncc1-c1ccccc1OC. The result is 0 (non-inhibitor). (3) The compound is NS(=O)(=O)c1ccc(NC2(C(=O)O)CCCC2)cc1. The result is 0 (non-inhibitor). (4) The drug is CC(NC(=O)c1ccccc1)c1nc2ccccc2n1Cc1ccccc1F. The result is 1 (inhibitor). (5) The drug is CC(=O)C1=C(NC(=O)c2ccc(F)cc2)CC2C1C2(C)C. The result is 1 (inhibitor). (6) The molecule is CCc1ccc(N(C(=O)c2ccoc2C)C(C(=O)NC2CCCC2)c2ccc(OC)cc2)cc1. The result is 1 (inhibitor). (7) The drug is C/C=C(\C)C(=O)O.C/C=C(\C)C(=O)O.CO[C@@H]1CC[C@]2(C)[C@@H]3CC=C4[C@H]5CC(C)(C)[C@H](O)[C@@H](OC(C)=O)[C@]5(CO)[C@H](O)C[C@@]4(C)[C@@]3(C)CC[C@H]2[C@@]1(C)CO.O=C(O)[C@H]1OC[C@@H](O[C@H]2O[C@@H](CO)[C@@H](O)[C@@H](O)[C@@H]2O)[C@@H](O)[C@@H]1O[C@H]1O[C@@H](CO)[C@@H](O)[C@@H](O)[C@@H]1O. The result is 0 (non-inhibitor). (8) The compound is O=c1c(-c2ccc(Cl)cc2)nc2cnc(N3CCNCC3)nc2n1Cc1cccs1. The result is 1 (inhibitor). (9) The molecule is Cn1c(CCN2CCCCC2)nc2cc([N+](=O)[O-])ccc21. The result is 0 (non-inhibitor). (10) The compound is C[N+]1(C)CCc2cc3c(cc2[C@@H]1[C@@H]1OC(=O)c2c1ccc1c2OCO1)OCO3. The result is 0 (non-inhibitor).